Dataset: Catalyst prediction with 721,799 reactions and 888 catalyst types from USPTO. Task: Predict which catalyst facilitates the given reaction. (1) Reactant: [H-].[Na+].[Br:3][C:4]1[CH:5]=[N:6][C:7]([OH:10])=[N:8][CH:9]=1.[C:11]([O:15][C:16](=[O:19])[CH2:17]Br)([CH3:14])([CH3:13])[CH3:12].O. Product: [C:11]([O:15][C:16](=[O:19])[CH2:17][O:10][C:7]1[N:8]=[CH:9][C:4]([Br:3])=[CH:5][N:6]=1)([CH3:14])([CH3:13])[CH3:12]. The catalyst class is: 3. (2) Reactant: [CH3:1][C:2]1[CH:3]=[C:4]([CH:8]=[C:9]([CH3:14])[C:10]=1[N+:11]([O-])=O)[C:5]([OH:7])=[O:6]. Product: [NH2:11][C:10]1[C:2]([CH3:1])=[CH:3][C:4]([C:5]([OH:7])=[O:6])=[CH:8][C:9]=1[CH3:14]. The catalyst class is: 352. (3) Reactant: [C:1]([O:11]N1C(=O)CCC1=O)([O:3][CH2:4][C:5]1[CH:10]=[CH:9][CH:8]=[CH:7][CH:6]=1)=O.[CH3:19][C:20]([NH2:27])([CH2:22][CH2:23][N:24]([CH3:26])[CH3:25])[CH3:21]. Product: [CH3:25][N:24]([CH3:26])[CH2:23][CH2:22][C:20]([NH:27][C:1](=[O:11])[O:3][CH2:4][C:5]1[CH:6]=[CH:7][CH:8]=[CH:9][CH:10]=1)([CH3:21])[CH3:19]. The catalyst class is: 1. (4) Reactant: [C:1]([C:3]1[CH:8]=[CH:7][CH:6]=[CH:5][C:4]=1[C:9]1[CH:14]=[CH:13][C:12]([CH2:15][N:16]2[C:20]3[C:21]([C:25]([O:27][CH3:28])=[O:26])=[CH:22][CH:23]=[CH:24][C:19]=3[N:18]=[C:17]2[O:29][CH2:30][CH3:31])=[CH:11][CH:10]=1)#[N:2].C[Sn]([N:36]=[N+:37]=[N-:38])(C)C.C(OCC)(=O)C.C1C=CC=CC=1. Product: [CH2:30]([O:29][C:17]1[N:16]([CH2:15][C:12]2[CH:11]=[CH:10][C:9]([C:4]3[CH:5]=[CH:6][CH:7]=[CH:8][C:3]=3[C:1]3[NH:38][N:37]=[N:36][N:2]=3)=[CH:14][CH:13]=2)[C:20]2[C:21]([C:25]([O:27][CH3:28])=[O:26])=[CH:22][CH:23]=[CH:24][C:19]=2[N:18]=1)[CH3:31]. The catalyst class is: 11. (5) Reactant: [ClH:1].[F:2][C:3]([F:24])([F:23])[C:4]1[CH:5]=[C:6]([C:14]#[C:15][CH2:16][N:17]2[CH2:22][CH2:21][CH2:20][CH2:19][CH2:18]2)[CH:7]=[C:8]([C:10]([F:13])([F:12])[F:11])[CH:9]=1. Product: [ClH:1].[F:13][C:10]([F:11])([F:12])[C:8]1[CH:7]=[C:6]([C:14]#[C:15][CH2:16][N:17]2[CH2:18][CH2:19][CH2:20][CH2:21][CH2:22]2)[CH:5]=[C:4]([C:3]([F:23])([F:24])[F:2])[CH:9]=1. The catalyst class is: 27. (6) Reactant: [N:1]1[C:2]2[N:3]([C:21]3[CH:27]=[CH:26][CH:25]=[CH:24][C:22]=3[N:23]=2)[C:4]([C:7]2[CH:12]=[CH:11][C:10]([NH:13][C:14](=[O:20])[O:15][C:16]([CH3:19])([CH3:18])[CH3:17])=[CH:9][CH:8]=2)=[CH:5][CH:6]=1.[H-].[Na+].[CH3:30][C:31]1[CH:36]=[CH:35][C:34]([S:37]([O:40][CH2:41][CH2:42][CH2:43]OS(C2C=CC(C)=CC=2)(=O)=O)(=[O:39])=[O:38])=[CH:33][CH:32]=1. Product: [CH3:30][C:31]1[CH:36]=[CH:35][C:34]([S:37]([O:40][CH2:41][CH2:42][CH2:43][N:13]([C:10]2[CH:9]=[CH:8][C:7]([C:4]3[N:3]4[C:21]5[CH:27]=[CH:26][CH:25]=[CH:24][C:22]=5[N:23]=[C:2]4[N:1]=[CH:6][CH:5]=3)=[CH:12][CH:11]=2)[C:14]([O:15][C:16]([CH3:19])([CH3:17])[CH3:18])=[O:20])(=[O:39])=[O:38])=[CH:33][CH:32]=1. The catalyst class is: 3.